Dataset: Full USPTO retrosynthesis dataset with 1.9M reactions from patents (1976-2016). Task: Predict the reactants needed to synthesize the given product. Given the product [C:22]([N:1]1[C:5](=[O:6])[C:4](=[CH:11][C:10]2[CH:13]=[CH:14][C:15]([O:18][CH2:19][CH2:20][CH3:21])=[C:16]([CH3:17])[C:9]=2[CH3:8])[C:3](=[O:7])[NH:2]1)(=[O:24])[CH3:23], predict the reactants needed to synthesize it. The reactants are: [NH:1]1[C:5](=[O:6])[CH2:4][C:3](=[O:7])[NH:2]1.[CH3:8][C:9]1[C:16]([CH3:17])=[C:15]([O:18][CH2:19][CH2:20][CH3:21])[CH:14]=[CH:13][C:10]=1[CH:11]=O.[C:22](O)(=[O:24])[CH3:23].